Dataset: Catalyst prediction with 721,799 reactions and 888 catalyst types from USPTO. Task: Predict which catalyst facilitates the given reaction. (1) Reactant: [CH2:1](B(O)O)[CH3:2].C(=O)([O-])[O-].[K+].[K+].[Cl-].[Li+].Br[C:15]1[CH:16]=[C:17]([CH:22]=[C:23]([C:25]([N:27]([CH2:31][CH2:32][CH3:33])[CH2:28][CH2:29][CH3:30])=[O:26])[CH:24]=1)[C:18]([O:20][CH3:21])=[O:19]. Product: [CH2:28]([N:27]([CH2:31][CH2:32][CH3:33])[C:25]([C:23]1[CH:22]=[C:17]([CH:16]=[C:15]([CH2:1][CH3:2])[CH:24]=1)[C:18]([O:20][CH3:21])=[O:19])=[O:26])[CH2:29][CH3:30]. The catalyst class is: 233. (2) Reactant: [Cl:1][C:2]1[C:11]([CH:12]=[O:13])=[CH:10][C:9]2[C:4](=[CH:5][C:6]([F:14])=[CH:7][CH:8]=2)[N:3]=1.[CH2:15](Br)[CH:16]=[CH2:17].[Cl-].[NH4+]. Product: [Cl:1][C:2]1[C:11]([CH:12]([OH:13])[CH2:17][CH:16]=[CH2:15])=[CH:10][C:9]2[C:4](=[CH:5][C:6]([F:14])=[CH:7][CH:8]=2)[N:3]=1. The catalyst class is: 324. (3) Reactant: [Cl:1][C:2]1[CH:3]=[C:4]([CH3:33])[C:5]([CH2:8][N:9]([CH2:16][C:17]2[C:22]([C:23]([C:26]3[CH:31]=[CH:30][C:29]([F:32])=[CH:28][CH:27]=3)([CH3:25])[CH3:24])=[CH:21][CH:20]=[CH:19][N:18]=2)[CH:10]2[CH2:15][CH2:14][NH:13][CH2:12][CH2:11]2)=[N:6][CH:7]=1.[NH:34]1[CH:38]=[CH:37][N:36]=[C:35]1[NH:39][C:40](N1C=CN=C1)=[O:41].CCN(C(C)C)C(C)C. Product: [NH:34]1[CH:38]=[CH:37][N:36]=[C:35]1[NH:39][C:40]([N:13]1[CH2:14][CH2:15][CH:10]([N:9]([CH2:8][C:5]2[C:4]([CH3:33])=[CH:3][C:2]([Cl:1])=[CH:7][N:6]=2)[CH2:16][C:17]2[C:22]([C:23]([C:26]3[CH:31]=[CH:30][C:29]([F:32])=[CH:28][CH:27]=3)([CH3:25])[CH3:24])=[CH:21][CH:20]=[CH:19][N:18]=2)[CH2:11][CH2:12]1)=[O:41]. The catalyst class is: 3. (4) Reactant: C(=O)([O-])[O-].[K+].[K+].[F:7][CH:8]([F:30])[C:9]1[N:20](S(C2C=CC=CC=2)(=O)=O)[C:12]2=[N:13][CH:14]=[C:15]([N+:17]([O-:19])=[O:18])[CH:16]=[C:11]2[CH:10]=1.C(OCC)(=O)C. Product: [F:30][CH:8]([F:7])[C:9]1[NH:20][C:12]2=[N:13][CH:14]=[C:15]([N+:17]([O-:19])=[O:18])[CH:16]=[C:11]2[CH:10]=1. The catalyst class is: 24.